This data is from Catalyst prediction with 721,799 reactions and 888 catalyst types from USPTO. The task is: Predict which catalyst facilitates the given reaction. (1) Reactant: [CH3:1][C:2]1[CH:21]=[CH:20][C:19]([C@H:22]2[C@H:27]([OH:28])[C@@H:26]([OH:29])[C@H:25]([OH:30])[C@@H:24]([S:31][CH3:32])[O:23]2)=[CH:18][C:3]=1[CH2:4][C:5]1[CH:17]=[CH:16][C:8]([O:9][CH2:10][CH2:11][CH2:12][C:13](O)=[O:14])=[CH:7][CH:6]=1.[NH2:33][C:34]1([C:39]([NH2:41])=[O:40])[CH2:38][CH2:37][CH2:36][CH2:35]1.CN(C(ON1N=NC2C=CC=NC1=2)=[N+](C)C)C.F[P-](F)(F)(F)(F)F.CCN(C(C)C)C(C)C. Product: [CH3:1][C:2]1[CH:21]=[CH:20][C:19]([C@H:22]2[C@H:27]([OH:28])[C@@H:26]([OH:29])[C@H:25]([OH:30])[C@@H:24]([S:31][CH3:32])[O:23]2)=[CH:18][C:3]=1[CH2:4][C:5]1[CH:6]=[CH:7][C:8]([O:9][CH2:10][CH2:11][CH2:12][C:13]([NH:33][C:34]2([C:39]([NH2:41])=[O:40])[CH2:38][CH2:37][CH2:36][CH2:35]2)=[O:14])=[CH:16][CH:17]=1. The catalyst class is: 31. (2) Product: [CH2:2]1[N:19]([CH2:14][CH2:13][S:9]([OH:12])(=[O:11])=[O:10])[CH2:4][CH2:5][N:6]([CH2:7][CH2:8][S:9]([OH:12])(=[O:11])=[O:10])[CH2:1]1. Reactant: [CH2:1]1[N:6]([CH2:7][CH2:8][S:9]([OH:12])(=[O:11])=[O:10])[CH2:5][CH2:4]O[CH2:2]1.[CH3:13][C:14]1[N:19](C)N(C2C=CC=CC=2)C(=O)C=1N.P(OCC(O)CO)(O)(O)=O.[N-]=[N+]=[N-].[Na+].C[C@@H]([C@@H]1[C@@]2(C)[C@@H](O)C[C@@H]3[C@@]4(C)CC[C@@H](O)C[C@H]4C[C@@H](O)[C@@]3(C)[C@@H]2CC1)CCC([O-])=O.[Na+].C(OC1C=CC=CC=1)CCCCCCCC.C(OCCCCCCCCCCCC)CCCCCCCCCCC. The catalyst class is: 610. (3) Reactant: [CH3:1][C:2]1[CH:8]=[C:7]([N+:9]([O-:11])=[O:10])[CH:6]=[CH:5][C:3]=1[NH2:4].[Cl:12][CH2:13][CH2:14][CH2:15][S:16](Cl)(=[O:18])=[O:17]. Product: [CH3:1][C:2]1[CH:8]=[C:7]([N+:9]([O-:11])=[O:10])[CH:6]=[CH:5][C:3]=1[NH:4][S:16]([CH2:15][CH2:14][CH2:13][Cl:12])(=[O:18])=[O:17]. The catalyst class is: 17. (4) Reactant: [CH3:1][S:2](Cl)(=[O:4])=[O:3].[CH3:6][O:7][C:8]1[CH:9]=[C:10]([CH:13]=[CH:14][CH:15]=1)[CH2:11][NH2:12].C(N(CC)CC)C. Product: [CH3:6][O:7][C:8]1[CH:9]=[C:10]([CH:13]=[CH:14][CH:15]=1)[CH2:11][NH:12][S:2]([CH3:1])(=[O:4])=[O:3]. The catalyst class is: 1. (5) Reactant: [CH2:1]([CH:3]([N:6]1[C:14]2[N:13]3[N:15]=[C:16]([CH3:27])[C:17]([C:18]4[C:23]([CH3:24])=[CH:22][C:21]([CH3:25])=[CH:20][C:19]=4[CH3:26])=[C:12]3[N:11]=[C:10]([CH3:28])[C:9]=2[CH2:8][CH2:7]1)[CH2:4][CH3:5])[CH3:2].O. Product: [CH2:1]([CH:3]([N:6]1[C:14]2[N:13]3[N:15]=[C:16]([CH3:27])[C:17]([C:18]4[C:23]([CH3:24])=[CH:22][C:21]([CH3:25])=[CH:20][C:19]=4[CH3:26])=[C:12]3[N:11]=[C:10]([CH3:28])[C:9]=2[CH:8]=[CH:7]1)[CH2:4][CH3:5])[CH3:2]. The catalyst class is: 60. (6) Reactant: Cl.[F:2][C:3]1[CH:8]=[C:7]([F:9])[CH:6]=[CH:5][C:4]=1[CH2:10][C:11](=[NH:15])[O:12][CH2:13][CH3:14].[N:16]#[C:17]N. Product: [C:17]([N:15]=[C:11]([O:12][CH2:13][CH3:14])[CH2:10][C:4]1[CH:5]=[CH:6][C:7]([F:9])=[CH:8][C:3]=1[F:2])#[N:16]. The catalyst class is: 621.